This data is from Reaction yield outcomes from USPTO patents with 853,638 reactions. The task is: Predict the reaction yield, written as a fraction of the theoretical maximum amount of product (1.0 means a 100% yield; for example, 0.34 means a 34% yield). (1) The yield is 0.460. The reactants are [C:18]1(P([C:14]2[CH:19]=[CH:18][CH:17]=CC=2)[C:18]2[CH:17]=CC=[CH:14][CH:19]=2)[CH:17]=CC=[CH:14][CH:19]=1.CCOC(/[N:25]=N/C(OCC)=O)=O.O1CCCCC1[N:38]1[C:46]2[C:41](=[CH:42][C:43]([C:47]3[N:51]=[CH:50][N:49](C(C4C=CC=CC=4)(C4C=CC=CC=4)C4C=CC=CC=4)[N:48]=3)=[CH:44][CH:45]=2)[C:40]([C:71]2[CH:72]=[C:73]([OH:77])[CH:74]=[CH:75][CH:76]=2)=[N:39]1.Cl.O1[CH2:83][CH2:82]CC1. No catalyst specified. The product is [NH:48]1[C:47]([C:43]2[CH:42]=[C:41]3[C:46](=[CH:45][CH:44]=2)[NH:38][N:39]=[C:40]3[C:71]2[CH:76]=[CH:75][CH:74]=[C:73]([O:77][CH2:82][CH2:83][N:25]3[CH2:17][CH2:18][CH2:19][CH2:14]3)[CH:72]=2)=[N:51][CH:50]=[N:49]1. (2) The reactants are [NH2:1][C:2]1[CH:7]=[CH:6][C:5]([OH:8])=[C:4]([Cl:9])[CH:3]=1.C(=O)([O-])[O-].[K+].[K+].[CH2:16](Cl)[C:17]1[CH:22]=[CH:21][CH:20]=[CH:19][CH:18]=1.[OH-].[K+]. The catalyst is CC(C)=O.[Br-].C([N+](CCCC)(CCCC)CCCC)CCC. The product is [CH2:16]([O:8][C:5]1[CH:6]=[CH:7][C:2]([NH2:1])=[CH:3][C:4]=1[Cl:9])[C:17]1[CH:22]=[CH:21][CH:20]=[CH:19][CH:18]=1. The yield is 0.800. (3) The reactants are CN(C)[CH:3]=[O:4].[O:6]=[C:7]([CH3:14])[CH2:8][CH2:9][CH2:10][C:11](O)=[O:12].C(=O)([O-])[O-].[K+].[K+].CI. The catalyst is O. The product is [O:6]=[C:7]([CH3:14])[CH2:8][CH2:9][CH2:10][C:11]([O:4][CH3:3])=[O:12]. The yield is 0.900. (4) The reactants are Cl[C:2]1[C:11]2[C:6](=[CH:7][CH:8]=[CH:9][CH:10]=2)[N:5]=[C:4]([C:12]2[CH:17]=[CH:16][CH:15]=[CH:14][CH:13]=2)[N:3]=1.[Cl-].[Al+3].[Cl-].[Cl-].[C:22]1([OH:29])[CH:27]=[CH:26][CH:25]=[C:24]([OH:28])[CH:23]=1.O. The catalyst is ClC(Cl)C. The product is [C:12]1([C:4]2[N:3]=[C:2]([C:27]3[CH:26]=[CH:25][C:24]([OH:28])=[CH:23][C:22]=3[OH:29])[C:11]3[C:6](=[CH:7][CH:8]=[CH:9][CH:10]=3)[N:5]=2)[CH:17]=[CH:16][CH:15]=[CH:14][CH:13]=1. The yield is 0.580. (5) The reactants are [B:10]1([B:10]2[O:14][C:13]([CH3:16])([CH3:15])[C:12]([CH3:18])([CH3:17])[O:11]2)[O:14][C:13]([CH3:16])([CH3:15])[C:12]([CH3:18])([CH3:17])[O:11]1.C([O-])(=O)C.[K+].[CH:24]([O:27][C:28]1[CH:33]=[CH:32][CH:31]=[C:30](OC(C)C)[C:29]=1C1C=CC=CC=1P1C(C)(C)CC2(OCCO2)CC1(C)C)(C)C.ClC1C=CC(OC)=CC=1. The catalyst is C1C=CC(/C=C/C(/C=C/C2C=CC=CC=2)=O)=CC=1.C1C=CC(/C=C/C(/C=C/C2C=CC=CC=2)=O)=CC=1.C1C=CC(/C=C/C(/C=C/C2C=CC=CC=2)=O)=CC=1.[Pd].[Pd].O1CCOCC1. The product is [CH3:24][O:27][C:28]1[CH:33]=[CH:32][C:31]([B:10]2[O:11][C:12]([CH3:17])([CH3:18])[C:13]([CH3:15])([CH3:16])[O:14]2)=[CH:30][CH:29]=1. The yield is 0.730.